Dataset: NCI-60 drug combinations with 297,098 pairs across 59 cell lines. Task: Regression. Given two drug SMILES strings and cell line genomic features, predict the synergy score measuring deviation from expected non-interaction effect. Drug 1: CN1C(=O)N2C=NC(=C2N=N1)C(=O)N. Drug 2: CCC1(C2=C(COC1=O)C(=O)N3CC4=CC5=C(C=CC(=C5CN(C)C)O)N=C4C3=C2)O. Cell line: SW-620. Synergy scores: CSS=70.8, Synergy_ZIP=-3.40, Synergy_Bliss=-4.25, Synergy_Loewe=-1.27, Synergy_HSA=6.02.